Task: Binary Classification. Given a T-cell receptor sequence (or CDR3 region) and an epitope sequence, predict whether binding occurs between them.. Dataset: TCR-epitope binding with 47,182 pairs between 192 epitopes and 23,139 TCRs (1) The epitope is TEILPVSMTK. The TCR CDR3 sequence is CASSLTGGSNQPQHF. Result: 0 (the TCR does not bind to the epitope). (2) The epitope is KLMNIQQKL. The TCR CDR3 sequence is CASSLAGQGDDEQYF. Result: 0 (the TCR does not bind to the epitope). (3) The epitope is AVFDRKSDAK. The TCR CDR3 sequence is CASRRDSQGYSNQPQHF. Result: 1 (the TCR binds to the epitope). (4) The epitope is FLKEKGGL. The TCR CDR3 sequence is CASSLGQGLVLSGYTF. Result: 1 (the TCR binds to the epitope).